From a dataset of Reaction yield outcomes from USPTO patents with 853,638 reactions. Predict the reaction yield, written as a fraction of the theoretical maximum amount of product (1.0 means a 100% yield; for example, 0.34 means a 34% yield). (1) The reactants are [C:1]([C:3]1[CH:8]=[CH:7][C:6]([NH:9][C:10]([C:12]2[S:13][CH:14]=[CH:15][CH:16]=2)=[O:11])=[CH:5][CH:4]=1)#[CH:2].Br[C:18]1[CH:19]=[N:20][CH:21]=[C:22]([CH:35]=1)[C:23]([N:25]=[S@@:26]([CH3:34])(=[O:33])[C:27]1[CH:32]=[CH:31][CH:30]=[CH:29][CH:28]=1)=[O:24].CCN(CC)CC. The catalyst is Cl[Pd](Cl)([P](C1C=CC=CC=1)(C1C=CC=CC=1)C1C=CC=CC=1)[P](C1C=CC=CC=1)(C1C=CC=CC=1)C1C=CC=CC=1.[Cu]I.CCOC(C)=O. The product is [CH3:34][S@:26](=[O:33])([C:27]1[CH:32]=[CH:31][CH:30]=[CH:29][CH:28]=1)=[N:25][C:23](=[O:24])[C:22]1[CH:35]=[C:18]([C:2]#[C:1][C:3]2[CH:4]=[CH:5][C:6]([NH:9][C:10]([C:12]3[S:13][CH:14]=[CH:15][CH:16]=3)=[O:11])=[CH:7][CH:8]=2)[CH:19]=[N:20][CH:21]=1. The yield is 0.610. (2) The reactants are [C:1]([O:5][C:6](=[O:16])[NH:7][C@H:8]([C:11]1[CH:15]=[CH:14][S:13][CH:12]=1)[CH2:9]O)([CH3:4])([CH3:3])[CH3:2].C1(=O)[NH:21]C(=O)C2=CC=CC=C12.C1(P(C2C=CC=CC=2)C2C=CC=CC=2)C=CC=CC=1.N(C(OCC)=O)=NC(OCC)=O.O.NN. The catalyst is C1COCC1. The product is [C:1]([O:5][C:6](=[O:16])[NH:7][C@H:8]([C:11]1[CH:15]=[CH:14][S:13][CH:12]=1)[CH2:9][NH2:21])([CH3:4])([CH3:3])[CH3:2]. The yield is 0.380. (3) The reactants are Cl[C:2]1[CH:7]=[CH:6][C:5]([Cl:8])=[CH:4][N:3]=1.[S:9]1[C:13]2[CH:14]=[CH:15][CH:16]=[CH:17][C:12]=2[CH:11]=[C:10]1B(O)O.C1(C)C=CC=CC=1.C(=O)([O-])[O-].[Na+].[Na+]. The catalyst is C1C=CC([P]([Pd]([P](C2C=CC=CC=2)(C2C=CC=CC=2)C2C=CC=CC=2)([P](C2C=CC=CC=2)(C2C=CC=CC=2)C2C=CC=CC=2)[P](C2C=CC=CC=2)(C2C=CC=CC=2)C2C=CC=CC=2)(C2C=CC=CC=2)C2C=CC=CC=2)=CC=1.C(O)C. The product is [Cl:8][C:5]1[CH:6]=[CH:7][C:2]([C:10]2[S:9][C:13]3[CH:14]=[CH:15][CH:16]=[CH:17][C:12]=3[CH:11]=2)=[N:3][CH:4]=1. The yield is 0.564. (4) The reactants are [F:1][C:2]1[CH:3]=[C:4]([N:9]2[CH2:13][C@H:12]([CH2:14][N:15]3[CH:19]=[CH:18][N:17]=[N:16]3)[O:11][C:10]2=[O:20])[CH:5]=[CH:6][C:7]=1I.[Si:21]([O:28][CH2:29][CH:30]1[O:34][N:33]=[C:32]([C:35]2[CH:40]=[CH:39][C:38]([Sn](C)(C)C)=[CH:37][C:36]=2[O:45][CH3:46])[CH2:31]1)([C:24]([CH3:27])([CH3:26])[CH3:25])([CH3:23])[CH3:22]. The catalyst is CN1CCCC1=O.[Cu]I.C1C=CC([P]([Pd]([P](C2C=CC=CC=2)(C2C=CC=CC=2)C2C=CC=CC=2)([P](C2C=CC=CC=2)(C2C=CC=CC=2)C2C=CC=CC=2)[P](C2C=CC=CC=2)(C2C=CC=CC=2)C2C=CC=CC=2)(C2C=CC=CC=2)C2C=CC=CC=2)=CC=1. The product is [Si:21]([O:28][CH2:29][CH:30]1[O:34][N:33]=[C:32]([C:35]2[CH:40]=[CH:39][C:38]([C:7]3[CH:6]=[CH:5][C:4]([N:9]4[CH2:13][C@H:12]([CH2:14][N:15]5[CH:19]=[CH:18][N:17]=[N:16]5)[O:11][C:10]4=[O:20])=[CH:3][C:2]=3[F:1])=[CH:37][C:36]=2[O:45][CH3:46])[CH2:31]1)([C:24]([CH3:27])([CH3:26])[CH3:25])([CH3:23])[CH3:22]. The yield is 0.320. (5) The reactants are [CH3:1][C:2]([O:5][C:6](=[O:27])[N:7]([CH2:25][CH3:26])[CH2:8][CH2:9][NH:10][C:11]([C:13]1[NH:14][C:15]2[C:20]([CH:21]=1)=[CH:19][C:18]([N+:22]([O-:24])=[O:23])=[CH:17][CH:16]=2)=[O:12])([CH3:4])[CH3:3].[CH2:28](NCCNC(C1NC2C(C=1)=CC([N+]([O-])=O)=CC=2)=O)CC. No catalyst specified. The product is [CH3:4][C:2]([O:5][C:6](=[O:27])[N:7]([CH2:8][CH2:9][NH:10][C:11]([C:13]1[NH:14][C:15]2[C:20]([CH:21]=1)=[CH:19][C:18]([N+:22]([O-:24])=[O:23])=[CH:17][CH:16]=2)=[O:12])[CH2:25][CH2:26][CH3:28])([CH3:1])[CH3:3]. The yield is 0.880. (6) The reactants are [C:1]([O:5][C:6]([N:8]1[CH2:11][CH:10]([O:12][C:13]2[CH:18]=[C:17]([Cl:19])[CH:16]=[CH:15][C:14]=2[O:20][CH2:21][C:22]([OH:24])=O)[CH2:9]1)=[O:7])([CH3:4])([CH3:3])[CH3:2].CN(C=O)C.O[NH:31][C:32](=[NH:34])[CH3:33].C(N(CC)C(C)C)(C)C. The catalyst is C(Cl)Cl.C1COCC1. The product is [C:1]([O:5][C:6]([N:8]1[CH2:11][CH:10]([O:12][C:13]2[CH:18]=[C:17]([Cl:19])[CH:16]=[CH:15][C:14]=2[O:20][CH2:21][C:22]2[O:24][N:34]=[C:32]([CH3:33])[N:31]=2)[CH2:9]1)=[O:7])([CH3:2])([CH3:4])[CH3:3]. The yield is 0.930. (7) The reactants are C([BH3-])#N.[Na+].[C:5]([O:9][C:10](=[O:29])[N:11]([CH2:22][C:23]1[CH:28]=[CH:27][CH:26]=[CH:25][CH:24]=1)[CH2:12][C:13]1[CH:14]=[CH:15][CH:16]=[C:17]2[C:21]=1[NH:20][CH:19]=[CH:18]2)([CH3:8])([CH3:7])[CH3:6]. The catalyst is C(O)(=O)C.C(OCC)(=O)C. The product is [C:5]([O:9][C:10](=[O:29])[N:11]([CH2:22][C:23]1[CH:24]=[CH:25][CH:26]=[CH:27][CH:28]=1)[CH2:12][C:13]1[CH:14]=[CH:15][CH:16]=[C:17]2[C:21]=1[NH:20][CH2:19][CH2:18]2)([CH3:8])([CH3:6])[CH3:7]. The yield is 0.500. (8) The reactants are [F:1][C:2]1[CH:7]=[CH:6][C:5]([NH:8][C:9]2[C:10](=[CH:14][CH:15]=[CH:16][CH:17]=2)[C:11]([OH:13])=O)=[CH:4][CH:3]=1.P(Cl)(Cl)(Cl)=O.Cl. The catalyst is O. The product is [F:1][C:2]1[CH:3]=[CH:4][C:5]2[NH:8][C:9]3[C:10](=[CH:14][CH:15]=[CH:16][CH:17]=3)[C:11](=[O:13])[C:6]=2[CH:7]=1. The yield is 0.590. (9) The reactants are [CH3:1][C:2]1[CH:3]=[C:4]([C:19]2[S:23][C:22]([C:24](O)([CH3:26])[CH3:25])=[N:21][CH:20]=2)[CH:5]=[C:6]([NH:8][C:9]2[N:14]=[C:13]([C:15]([F:18])([F:17])[F:16])[CH:12]=[CH:11][N:10]=2)[CH:7]=1.[SiH](CC)(CC)CC.C(O)(C(F)(F)F)=O. The catalyst is C(Cl)Cl.C(OCC)(=O)C. The product is [CH3:1][C:2]1[CH:7]=[C:6]([NH:8][C:9]2[N:14]=[C:13]([C:15]([F:16])([F:18])[F:17])[CH:12]=[CH:11][N:10]=2)[CH:5]=[C:4]([C:19]2[S:23][C:22]([CH:24]([CH3:26])[CH3:25])=[N:21][CH:20]=2)[CH:3]=1. The yield is 0.573.